Dataset: Merck oncology drug combination screen with 23,052 pairs across 39 cell lines. Task: Regression. Given two drug SMILES strings and cell line genomic features, predict the synergy score measuring deviation from expected non-interaction effect. (1) Drug 1: O=c1[nH]cc(F)c(=O)[nH]1. Drug 2: NC(=O)c1cccc2cn(-c3ccc(C4CCCNC4)cc3)nc12. Cell line: UWB1289BRCA1. Synergy scores: synergy=8.42. (2) Drug 1: CN1C(=O)C=CC2(C)C3CCC4(C)C(NC(=O)OCC(F)(F)F)CCC4C3CCC12. Drug 2: NC1CCCCC1N.O=C(O)C(=O)O.[Pt+2]. Cell line: NCIH23. Synergy scores: synergy=-21.9. (3) Drug 1: Nc1ccn(C2OC(CO)C(O)C2(F)F)c(=O)n1. Drug 2: O=C(NOCC(O)CO)c1ccc(F)c(F)c1Nc1ccc(I)cc1F. Cell line: CAOV3. Synergy scores: synergy=-0.317. (4) Drug 1: O=c1[nH]cc(F)c(=O)[nH]1. Drug 2: Cn1nnc2c(C(N)=O)ncn2c1=O. Cell line: T47D. Synergy scores: synergy=-31.5. (5) Drug 1: O=C(O)C1(Cc2cccc(Nc3nccs3)n2)CCC(Oc2cccc(Cl)c2F)CC1. Drug 2: COC1CC2CCC(C)C(O)(O2)C(=O)C(=O)N2CCCCC2C(=O)OC(C(C)CC2CCC(OP(C)(C)=O)C(OC)C2)CC(=O)C(C)C=C(C)C(O)C(OC)C(=O)C(C)CC(C)C=CC=CC=C1C. Cell line: RPMI7951. Synergy scores: synergy=25.8. (6) Drug 1: O=S1(=O)NC2(CN1CC(F)(F)F)C1CCC2Cc2cc(C=CCN3CCC(C(F)(F)F)CC3)ccc2C1. Drug 2: CCC1(O)CC2CN(CCc3c([nH]c4ccccc34)C(C(=O)OC)(c3cc4c(cc3OC)N(C)C3C(O)(C(=O)OC)C(OC(C)=O)C5(CC)C=CCN6CCC43C65)C2)C1. Cell line: NCIH23. Synergy scores: synergy=-11.2. (7) Drug 1: CCC1(O)C(=O)OCc2c1cc1n(c2=O)Cc2cc3c(CN(C)C)c(O)ccc3nc2-1. Synergy scores: synergy=-6.43. Cell line: MSTO. Drug 2: Cn1cc(-c2cnn3c(N)c(Br)c(C4CCCNC4)nc23)cn1. (8) Drug 1: CCN(CC)CCNC(=O)c1c(C)[nH]c(C=C2C(=O)Nc3ccc(F)cc32)c1C. Drug 2: CNC(=O)c1cc(Oc2ccc(NC(=O)Nc3ccc(Cl)c(C(F)(F)F)c3)cc2)ccn1. Cell line: SW837. Synergy scores: synergy=-8.03. (9) Drug 1: CN(Cc1cnc2nc(N)nc(N)c2n1)c1ccc(C(=O)NC(CCC(=O)O)C(=O)O)cc1. Drug 2: O=C(NOCC(O)CO)c1ccc(F)c(F)c1Nc1ccc(I)cc1F. Cell line: DLD1. Synergy scores: synergy=4.23. (10) Drug 1: O=C(NOCC(O)CO)c1ccc(F)c(F)c1Nc1ccc(I)cc1F. Drug 2: CC(C)CC(NC(=O)C(Cc1ccccc1)NC(=O)c1cnccn1)B(O)O. Cell line: A2780. Synergy scores: synergy=-3.94.